This data is from Reaction yield outcomes from USPTO patents with 853,638 reactions. The task is: Predict the reaction yield, written as a fraction of the theoretical maximum amount of product (1.0 means a 100% yield; for example, 0.34 means a 34% yield). (1) The catalyst is CC(C)=O.O. The product is [Cl:1][C:2]1[N:7]=[C:6]([NH:19][C:18]2[CH:17]=[CH:16][C:15]([O:14][CH2:10][CH2:11][CH2:12][CH3:13])=[CH:21][CH:20]=2)[C:5]([F:9])=[CH:4][N:3]=1. The yield is 0.800. The reactants are [Cl:1][C:2]1[N:7]=[C:6](Cl)[C:5]([F:9])=[CH:4][N:3]=1.[CH2:10]([O:14][C:15]1[CH:21]=[CH:20][C:18]([NH2:19])=[CH:17][CH:16]=1)[CH2:11][CH2:12][CH3:13].Cl.[OH-].[Na+]. (2) The reactants are [C:1]([C:5]1[C:10]([N+:11]([O-:13])=[O:12])=[CH:9][C:8]([NH:14][C:15]#[C:16][Si](C)(C)C)=[CH:7][CH:6]=1)([CH3:4])([CH3:3])[CH3:2]. The catalyst is CN(C=O)C.[Cu]I. The product is [C:1]([C:5]1[CH:6]=[C:7]2[C:8](=[CH:9][C:10]=1[N+:11]([O-:13])=[O:12])[NH:14][CH:15]=[CH:16]2)([CH3:4])([CH3:3])[CH3:2]. The yield is 0.690. (3) The reactants are [ClH:1].[CH3:2][O:3][C:4]1[CH:5]=[C:6]([CH:34]=[C:35]([O:37][CH3:38])[CH:36]=1)[CH2:7][NH:8][C:9]1[CH:10]=[C:11]([N:21]2[CH2:26][CH2:25][N:24](C(OC(C)(C)C)=O)[CH2:23][CH2:22]2)[CH:12]=[CH:13][C:14]=1[C:15](=[O:20])[C:16]([F:19])([F:18])[F:17]. The catalyst is C(OCC)C.ClCCl. The product is [ClH:1].[CH3:38][O:37][C:35]1[CH:34]=[C:6]([CH:5]=[C:4]([O:3][CH3:2])[CH:36]=1)[CH2:7][NH:8][C:9]1[CH:10]=[C:11]([N:21]2[CH2:22][CH2:23][NH:24][CH2:25][CH2:26]2)[CH:12]=[CH:13][C:14]=1[C:15](=[O:20])[C:16]([F:19])([F:18])[F:17]. The yield is 0.810. (4) The reactants are C(=O)([O-])[O-].[Cs+].[Cs+].[C:7]1([C:13]2[CH:18]=[CH:17][N:16]=[C:15]([OH:19])[CH:14]=2)[CH:12]=[CH:11][CH:10]=[CH:9][CH:8]=1.Br[CH2:21][CH2:22][C:23]([CH2:33][CH3:34])([S:29]([CH3:32])(=[O:31])=[O:30])[C:24]([O:26][CH2:27][CH3:28])=[O:25]. The catalyst is O1CCCC1.C(OCC)(=O)C. The product is [CH2:22]([C:23]([S:29]([CH3:32])(=[O:30])=[O:31])([CH2:33][CH2:34][N:16]1[CH:17]=[CH:18][C:13]([C:7]2[CH:8]=[CH:9][CH:10]=[CH:11][CH:12]=2)=[CH:14][C:15]1=[O:19])[C:24]([O:26][CH2:27][CH3:28])=[O:25])[CH3:21]. The yield is 0.200. (5) The reactants are CNC1CCCCC1NC.[Cl:11][C:12]1[CH:17]=[CH:16][NH:15][C:14](=[O:18])[CH:13]=1.Br[C:20]1[CH:34]=[CH:33][C:23]([O:24][CH2:25][O:26][CH2:27][CH2:28][Si:29]([CH3:32])([CH3:31])[CH3:30])=[C:22]([O:35][CH3:36])[CH:21]=1.[O-]P([O-])([O-])=O.[K+].[K+].[K+]. The catalyst is O1CCOCC1.C(Cl)Cl.[Cu]I. The product is [Cl:11][C:12]1[CH:17]=[CH:16][N:15]([C:20]2[CH:34]=[CH:33][C:23]([O:24][CH2:25][O:26][CH2:27][CH2:28][Si:29]([CH3:31])([CH3:30])[CH3:32])=[C:22]([O:35][CH3:36])[CH:21]=2)[C:14](=[O:18])[CH:13]=1. The yield is 0.810. (6) The yield is 0.540. The product is [CH:14]1([C:12]([C:6]2[CH:7]=[N:8][C:9]3[C:4]([C:5]=2[NH:17][C:18]2[CH:19]=[CH:20][C:21]([N:24]4[CH2:29][CH2:28][CH2:27][C@@H:26]([NH:30][C:31](=[O:37])[O:32][C:33]([CH3:35])([CH3:36])[CH3:34])[CH2:25]4)=[N:22][CH:23]=2)=[N:3][C:2]([C:43]2[CH:42]=[C:41]([F:54])[C:40]([OH:55])=[C:39]([Cl:38])[CH:44]=2)=[CH:11][CH:10]=3)=[O:13])[CH2:15][CH2:16]1. No catalyst specified. The reactants are Cl[C:2]1[N:3]=[C:4]2[C:9](=[CH:10][CH:11]=1)[N:8]=[CH:7][C:6]([C:12]([CH:14]1[CH2:16][CH2:15]1)=[O:13])=[C:5]2[NH:17][C:18]1[CH:19]=[CH:20][C:21]([N:24]2[CH2:29][CH2:28][CH2:27][C@@H:26]([NH:30][C:31](=[O:37])[O:32][C:33]([CH3:36])([CH3:35])[CH3:34])[CH2:25]2)=[N:22][CH:23]=1.[Cl:38][C:39]1[CH:44]=[C:43](B2OC(C)(C)C(C)(C)O2)[CH:42]=[C:41]([F:54])[C:40]=1[OH:55].